Dataset: Catalyst prediction with 721,799 reactions and 888 catalyst types from USPTO. Task: Predict which catalyst facilitates the given reaction. (1) Product: [Br:1][CH2:2][CH2:3][O:4][C:5]1[CH:10]=[CH:9][C:8]([N+:11]([O-:13])=[O:12])=[CH:7][C:6]=1[C:14]1[N:18]([CH3:19])[N:17]=[CH:16][C:15]=1[Cl:20]. Reactant: [Br:1][CH2:2][CH2:3][O:4][C:5]1[CH:10]=[CH:9][C:8]([N+:11]([O-:13])=[O:12])=[CH:7][C:6]=1[C:14]1[N:18]([CH3:19])[N:17]=[CH:16][CH:15]=1.[Cl:20]N1C(=O)CCC1=O. The catalyst class is: 3. (2) Reactant: [CH3:1][O:2][C:3]1[CH:4]=[C:5]2[C:10](=[CH:11][CH:12]=1)[N:9]=[C:8]([NH:13][CH:14]1[CH2:19][CH2:18][CH2:17][CH:16]([NH2:20])[CH2:15]1)[CH:7]=[C:6]2[CH3:21].[N:22]1[CH:27]=[CH:26][CH:25]=[CH:24][C:23]=1[CH:28]=O.CC(O)=O. Product: [CH3:1][O:2][C:3]1[CH:4]=[C:5]2[C:10](=[CH:11][CH:12]=1)[N:9]=[C:8]([NH:13][CH:14]1[CH2:19][CH2:18][CH2:17][CH:16]([NH:20][CH2:28][C:23]3[CH:24]=[CH:25][CH:26]=[CH:27][N:22]=3)[CH2:15]1)[CH:7]=[C:6]2[CH3:21]. The catalyst class is: 512. (3) Reactant: [Br:1][C:2]1[CH:7]=[CH:6][C:5](Br)=[CH:4][N:3]=1.CCCCCC.C([Li])CCC.[CH3:20][O:21][CH2:22][C:23](OC)=[O:24].Cl. Product: [Br:1][C:2]1[N:3]=[CH:4][C:5]([C:23](=[O:24])[CH2:22][O:21][CH3:20])=[CH:6][CH:7]=1. The catalyst class is: 27. (4) Reactant: [I:1][C:2]1[CH:3]=[C:4]2[C:8](=[CH:9][CH:10]=1)[NH:7][C:6](=[O:11])[C:5]2=O.[NH:13]([C:15](=[O:34])[CH2:16][O:17][C:18]1[CH:33]=[CH:32][C:21]([C:22]([O:24][CH2:25][C:26]2[CH:31]=[CH:30][CH:29]=[CH:28][CH:27]=2)=[O:23])=[CH:20][CH:19]=1)[NH2:14]. Product: [I:1][C:2]1[CH:3]=[C:4]2[C:8](=[CH:9][CH:10]=1)[NH:7][C:6](=[O:11])[C:5]2=[N:14][NH:13][C:15](=[O:34])[CH2:16][O:17][C:18]1[CH:33]=[CH:32][C:21]([C:22]([O:24][CH2:25][C:26]2[CH:27]=[CH:28][CH:29]=[CH:30][CH:31]=2)=[O:23])=[CH:20][CH:19]=1. The catalyst class is: 15. (5) Reactant: [O:1]1[C:6]2[CH:7]=[CH:8][CH:9]=[CH:10][C:5]=2[NH:4][CH2:3][CH2:2]1.[Cl:11][C:12]1[CH:13]=[C:14]([CH:18]=[C:19]([Cl:21])[CH:20]=1)[C:15](Cl)=[O:16]. Product: [Cl:11][C:12]1[CH:13]=[C:14]([C:15]([N:4]2[C:5]3[CH:10]=[CH:9][CH:8]=[CH:7][C:6]=3[O:1][CH2:2][CH2:3]2)=[O:16])[CH:18]=[C:19]([Cl:21])[CH:20]=1. The catalyst class is: 13. (6) Reactant: [O:1]=[C:2]1[C:6]2[CH:7]=[CH:8][C:9]([CH2:11][C:12]([O:14]C(C)(C)C)=[O:13])=[CH:10][C:5]=2[CH2:4][O:3]1. Product: [O:1]=[C:2]1[C:6]2[CH:7]=[CH:8][C:9]([CH2:11][C:12]([OH:14])=[O:13])=[CH:10][C:5]=2[CH2:4][O:3]1. The catalyst class is: 67. (7) Reactant: C(=O)([O-])[O-].[K+].[K+].[NH2:7][CH:8]1[CH2:13][CH2:12][O:11][CH2:10][CH2:9]1.[C:14]([C:16]1[N:21]=[CH:20][C:19]([C:22]2[C:34]3[C:33]4[C:28](=[CH:29][CH:30]=[CH:31][CH:32]=4)[N:27]([C:35]4[CH:47]=[CH:46][C:38]([C:39]([O:41][C:42]([CH3:45])([CH3:44])[CH3:43])=[O:40])=[C:37](F)[CH:36]=4)[C:26]=3[CH:25]=[CH:24][CH:23]=2)=[CH:18][CH:17]=1)#[N:15]. Product: [C:14]([C:16]1[N:21]=[CH:20][C:19]([C:22]2[C:34]3[C:33]4[C:28](=[CH:29][CH:30]=[CH:31][CH:32]=4)[N:27]([C:35]4[CH:36]=[CH:37][C:38]([C:39]([O:41][C:42]([CH3:43])([CH3:44])[CH3:45])=[O:40])=[C:46]([NH:7][CH:8]5[CH2:13][CH2:12][O:11][CH2:10][CH2:9]5)[CH:47]=4)[C:26]=3[CH:25]=[CH:24][CH:23]=2)=[CH:18][CH:17]=1)#[N:15]. The catalyst class is: 58.